From a dataset of Peptide-MHC class I binding affinity with 185,985 pairs from IEDB/IMGT. Regression. Given a peptide amino acid sequence and an MHC pseudo amino acid sequence, predict their binding affinity value. This is MHC class I binding data. The peptide sequence is SLFTEQAFY. The MHC is HLA-B57:01 with pseudo-sequence HLA-B57:01. The binding affinity (normalized) is 0.0847.